From a dataset of Forward reaction prediction with 1.9M reactions from USPTO patents (1976-2016). Predict the product of the given reaction. (1) Given the reactants [Cl:1][C:2]1[CH:3]=[C:4]([N:12]([CH2:25][CH3:26])[C@H:13]2[CH2:18][CH2:17][C@H:16]([N:19]([CH2:21][CH2:22][O:23][CH3:24])[CH3:20])[CH2:15][CH2:14]2)[C:5]([CH3:11])=[C:6]([CH:10]=1)[C:7]([OH:9])=O.CN(C(ON1N=NC2C=CC=CC1=2)=[N+](C)C)C.[B-](F)(F)(F)F.CCN(C(C)C)C(C)C.[CH2:58]([N:60]1[C:64]([CH3:65])=[C:63]([CH2:66][NH2:67])[C:62]([O:68][CH3:69])=[N:61]1)[CH3:59], predict the reaction product. The product is: [Cl:1][C:2]1[CH:3]=[C:4]([N:12]([CH2:25][CH3:26])[C@H:13]2[CH2:14][CH2:15][C@H:16]([N:19]([CH2:21][CH2:22][O:23][CH3:24])[CH3:20])[CH2:17][CH2:18]2)[C:5]([CH3:11])=[C:6]([CH:10]=1)[C:7]([NH:67][CH2:66][C:63]1[C:62]([O:68][CH3:69])=[N:61][N:60]([CH2:58][CH3:59])[C:64]=1[CH3:65])=[O:9]. (2) Given the reactants Cl[C:2]1[N:12]=[CH:11][C:10]2[O:9][CH2:8][CH2:7][N:6]3[CH:13]=[C:14]([C:16]4[N:20]([CH:21]([CH3:23])[CH3:22])[N:19]=[CH:18][N:17]=4)[N:15]=[C:5]3[C:4]=2[CH:3]=1.[NH:24]1[CH2:29][CH2:28][NH:27][CH2:26][C:25]1=[O:30].CC(C1C=C(C(C)C)C(C2C=CC=CC=2P(C2CCCCC2)C2CCCCC2)=C(C(C)C)C=1)C.CC(C)([O-])C.[Na+], predict the reaction product. The product is: [CH:21]([N:20]1[C:16]([C:14]2[N:15]=[C:5]3[C:4]4[CH:3]=[C:2]([N:27]5[CH2:28][CH2:29][NH:24][C:25](=[O:30])[CH2:26]5)[N:12]=[CH:11][C:10]=4[O:9][CH2:8][CH2:7][N:6]3[CH:13]=2)=[N:17][CH:18]=[N:19]1)([CH3:23])[CH3:22]. (3) Given the reactants Cl.[F:2][C:3]1[C:8]([F:9])=[C:7]([F:10])[C:6]([F:11])=[C:5]([F:12])[C:4]=1[C:13]1[CH:18]=[CH:17][CH:16]=[C:15]([C:19]([F:22])([F:21])[F:20])[C:14]=1[N+:23]([O-])=O.[Sn].[OH-].[Na+], predict the reaction product. The product is: [F:2][C:3]1[C:8]([F:9])=[C:7]([F:10])[C:6]([F:11])=[C:5]([F:12])[C:4]=1[C:13]1[CH:18]=[CH:17][CH:16]=[C:15]([C:19]([F:22])([F:21])[F:20])[C:14]=1[NH2:23].